Dataset: Catalyst prediction with 721,799 reactions and 888 catalyst types from USPTO. Task: Predict which catalyst facilitates the given reaction. (1) Reactant: [C:1]([O:5][C:6]([N:8]([CH2:13][C:14]1[CH:15]=[C:16]([CH:21]=[C:22]([CH3:24])[CH:23]=1)[C:17]([O:19]C)=[O:18])[CH2:9][CH2:10][CH2:11][CH3:12])=[O:7])([CH3:4])([CH3:3])[CH3:2].O.[OH-].[Li+]. The catalyst class is: 111. Product: [C:1]([O:5][C:6]([N:8]([CH2:13][C:14]1[CH:15]=[C:16]([CH:21]=[C:22]([CH3:24])[CH:23]=1)[C:17]([OH:19])=[O:18])[CH2:9][CH2:10][CH2:11][CH3:12])=[O:7])([CH3:2])([CH3:3])[CH3:4]. (2) Reactant: CC(C)([O-])C.[K+].[Cl:7][C:8]1[CH:9]=[CH:10][C:11]([OH:18])=[C:12]([CH:17]=1)[C:13]([NH:15][CH3:16])=[O:14].[C:19]1(=[O:23])[O:22][CH2:21][CH2:20]1. Product: [Cl:7][C:8]1[CH:9]=[CH:10][C:11]([O:18][CH2:21][CH2:20][C:19]([OH:23])=[O:22])=[C:12]([C:13]([NH:15][CH3:16])=[O:14])[CH:17]=1. The catalyst class is: 7. (3) Reactant: [N:1]([C@@H:4]([C@@H:38]([C:45]1[CH:50]=[CH:49][C:48]([Cl:51])=[CH:47][CH:46]=1)[CH:39]1[CH2:44][CH2:43][O:42][CH2:41][CH2:40]1)[C:5]([NH:7][C:8]1[CH:13]=[CH:12][CH:11]=[C:10]([F:14])[C:9]=1[CH2:15][CH2:16][C@H:17]([NH:31][S:32]([CH:35]1[CH2:37][CH2:36]1)(=[O:34])=[O:33])[CH2:18][N:19]([CH2:27][C@H:28](O)[CH3:29])[C:20](=[O:26])[O:21][C:22]([CH3:25])([CH3:24])[CH3:23])=[O:6])=[N+:2]=[N-:3].CC(OC(/N=N/C(OC(C)C)=O)=O)C.C1(P(C2C=CC=CC=2)C2C=CC=CC=2)C=CC=CC=1. Product: [N:1]([C@@H:4]([C@@H:38]([C:45]1[CH:46]=[CH:47][C:48]([Cl:51])=[CH:49][CH:50]=1)[CH:39]1[CH2:40][CH2:41][O:42][CH2:43][CH2:44]1)[C:5]([NH:7][C:8]1[CH:13]=[CH:12][CH:11]=[C:10]([F:14])[C:9]=1[CH2:15][CH2:16][C@@H:17]1[N:31]([S:32]([CH:35]2[CH2:36][CH2:37]2)(=[O:34])=[O:33])[C@@H:28]([CH3:29])[CH2:27][N:19]([C:20]([O:21][C:22]([CH3:24])([CH3:25])[CH3:23])=[O:26])[CH2:18]1)=[O:6])=[N+:2]=[N-:3]. The catalyst class is: 1. (4) Reactant: [OH:1][C:2]1[CH:3]=[C:4]([CH:9]=[C:10]([OH:12])[CH:11]=1)[C:5]([O:7][CH3:8])=[O:6].C(=O)([O-])[O-].[K+].[K+].[CH2:19](Br)[C:20]1[CH:25]=[CH:24][CH:23]=[CH:22][CH:21]=1. Product: [CH2:19]([O:1][C:2]1[CH:3]=[C:4]([CH:9]=[C:10]([OH:12])[CH:11]=1)[C:5]([O:7][CH3:8])=[O:6])[C:20]1[CH:25]=[CH:24][CH:23]=[CH:22][CH:21]=1. The catalyst class is: 3. (5) Reactant: [H-].[Al+3].[Li+].[H-].[H-].[H-].O1CCCC1.[CH:12]12[O:18][CH:15]([CH:16]=[CH:17]1)[CH2:14][CH:13]2[C:19](OC)=[O:20].[OH-].[Na+]. Product: [OH:20][CH2:19][CH:13]1[CH2:14][CH:15]2[O:18][CH:12]1[CH:17]=[CH:16]2. The catalyst class is: 6.